Dataset: Forward reaction prediction with 1.9M reactions from USPTO patents (1976-2016). Task: Predict the product of the given reaction. (1) Given the reactants [F:1][C:2]1[CH:46]=[CH:45][C:44]([F:47])=[CH:43][C:3]=1[O:4][CH2:5][CH2:6][CH2:7][O:8][C:9]1[CH:14]=[CH:13][C:12]([CH:15]2[CH:20]([O:21][Si:22]([CH:29]([CH3:31])[CH3:30])([CH:26]([CH3:28])[CH3:27])[CH:23]([CH3:25])[CH3:24])[CH2:19][N:18]([C:32]([O:34][CH2:35][C:36]3[CH:41]=[CH:40][CH:39]=[CH:38][CH:37]=3)=[O:33])[CH2:17][CH:16]2[OH:42])=[CH:11][CH:10]=1.Cl[CH2:49][C:50]1[CH:51]=[CH:52][C:53]2[O:58][CH2:57][C:56](=[O:59])[N:55]([CH2:60][CH2:61][CH2:62][O:63][CH3:64])[C:54]=2[CH:65]=1, predict the reaction product. The product is: [F:1][C:2]1[CH:46]=[CH:45][C:44]([F:47])=[CH:43][C:3]=1[O:4][CH2:5][CH2:6][CH2:7][O:8][C:9]1[CH:14]=[CH:13][C:12]([CH:15]2[CH:20]([O:21][Si:22]([CH:26]([CH3:28])[CH3:27])([CH:29]([CH3:31])[CH3:30])[CH:23]([CH3:24])[CH3:25])[CH2:19][N:18]([C:32]([O:34][CH2:35][C:36]3[CH:37]=[CH:38][CH:39]=[CH:40][CH:41]=3)=[O:33])[CH2:17][CH:16]2[O:42][CH2:49][C:50]2[CH:51]=[CH:52][C:53]3[O:58][CH2:57][C:56](=[O:59])[N:55]([CH2:60][CH2:61][CH2:62][O:63][CH3:64])[C:54]=3[CH:65]=2)=[CH:11][CH:10]=1. (2) Given the reactants [CH3:1][N:2]1[CH:6]=[CH:5][N:4]=[C:3]1[CH:7]=O.[C:9]([O:13][C:14](=[O:21])[NH:15][CH2:16][CH2:17][CH2:18][CH2:19][NH2:20])([CH3:12])([CH3:11])[CH3:10], predict the reaction product. The product is: [C:9]([O:13][C:14](=[O:21])[NH:15][CH2:16][CH2:17][CH2:18][CH2:19][NH:20][CH2:7][C:3]1[N:2]([CH3:1])[CH:6]=[CH:5][N:4]=1)([CH3:12])([CH3:10])[CH3:11].